This data is from Forward reaction prediction with 1.9M reactions from USPTO patents (1976-2016). The task is: Predict the product of the given reaction. Given the reactants [CH:1]1([NH2:5])[CH2:4][CH2:3][CH2:2]1.[N:6]([C:9]1[CH:19]=[CH:18][C:12]([C:13]([O:15][CH2:16][CH3:17])=[O:14])=[CH:11][CH:10]=1)=[C:7]=[O:8], predict the reaction product. The product is: [CH:1]1([NH:5][C:7](=[O:8])[NH:6][C:9]2[CH:19]=[CH:18][C:12]([C:13]([O:15][CH2:16][CH3:17])=[O:14])=[CH:11][CH:10]=2)[CH2:4][CH2:3][CH2:2]1.